Dataset: Reaction yield outcomes from USPTO patents with 853,638 reactions. Task: Predict the reaction yield, written as a fraction of the theoretical maximum amount of product (1.0 means a 100% yield; for example, 0.34 means a 34% yield). (1) The reactants are Cl[C:2]1[N:7]=[C:6]([C:8]2[CH:13]=[CH:12][CH:11]=[CH:10][C:9]=2[Cl:14])[N:5]=[C:4]([NH:15][C:16]2[CH:20]=[C:19]([CH3:21])[NH:18][N:17]=2)[CH:3]=1.C([N:25]([CH2:29][CH3:30])[CH:26](C)C)(C)C.N1CCC1. The catalyst is C(O)CCC. The product is [N:25]1([C:2]2[N:7]=[C:6]([C:8]3[CH:13]=[CH:12][CH:11]=[CH:10][C:9]=3[Cl:14])[N:5]=[C:4]([NH:15][C:16]3[CH:20]=[C:19]([CH3:21])[NH:18][N:17]=3)[CH:3]=2)[CH2:26][CH2:30][CH2:29]1. The yield is 0.760. (2) The reactants are [CH3:1][O:2][C:3]1[N:8]=[CH:7][C:6]([C:9]2[N:10]=[C:11]([CH2:15][CH2:16][CH2:17][CH2:18]N3C(=O)C4C(=CC=CC=4)C3=O)[NH:12][C:13]=2[CH3:14])=[CH:5][CH:4]=1.[H-].[Na+].COC1C=CC(C2N=CNC=2C)=CN=1.BrCCCC[N:51]1[C:55](=[O:56])[C:54]2=[CH:57][CH:58]=[CH:59][CH:60]=[C:53]2[C:52]1=[O:61]. The catalyst is CN(C=O)C. The product is [CH3:1][O:2][C:3]1[N:8]=[CH:7][C:6]([C:9]2[N:10]=[C:11]([CH2:15][CH2:16][CH2:17][CH2:18][C:57]3[CH:58]=[CH:59][CH:60]=[C:53]4[C:54]=3[C:55](=[O:56])[NH:51][C:52]4=[O:61])[NH:12][C:13]=2[CH3:14])=[CH:5][CH:4]=1. The yield is 0.240.